This data is from Forward reaction prediction with 1.9M reactions from USPTO patents (1976-2016). The task is: Predict the product of the given reaction. Given the reactants C([O:3][C:4]([CH:6]1[O:10][C:9](=[O:11])[N:8]([C:12]2[CH:17]=[CH:16][C:15]([N:18]3[CH:23]=[CH:22][C:21](=[O:24])[CH2:20][CH2:19]3)=[C:14]([F:25])[CH:13]=2)[CH2:7]1)=O)C.[CH3:26][NH2:27], predict the reaction product. The product is: [CH3:26][NH:27][C:4]([C@@H:6]1[O:10][C:9](=[O:11])[N:8]([C:12]2[CH:17]=[CH:16][C:15]([N:18]3[CH:23]=[CH:22][C:21](=[O:24])[CH2:20][CH2:19]3)=[C:14]([F:25])[CH:13]=2)[CH2:7]1)=[O:3].